From a dataset of Reaction yield outcomes from USPTO patents with 853,638 reactions. Predict the reaction yield, written as a fraction of the theoretical maximum amount of product (1.0 means a 100% yield; for example, 0.34 means a 34% yield). (1) The product is [OH:16][CH2:15][CH2:14][O:13][C:12]1[CH:11]=[C:10]([C:5]2[CH:6]=[CH:7][CH:8]=[C:9]3[C:4]=2[CH2:3][C:2](=[O:22])[NH:1]3)[CH:19]=[CH:18][CH:17]=1. The yield is 0.320. The catalyst is CC(O)(C)C.[Zn].O. The reactants are [NH:1]1[C:9]2[C:4](=[C:5]([C:10]3[CH:11]=[C:12]([CH:17]=[CH:18][CH:19]=3)[O:13][CH2:14][CH2:15][OH:16])[CH:6]=[CH:7][CH:8]=2)[CH:3]=[CH:2]1.C([OH:22])C.C(O)(=O)C.[Br-].[Br-].[Br-].[NH+]1C=CC=CC=1.[NH+]1C=CC=CC=1.[NH+]1C=CC=CC=1. (2) The reactants are Cl[C:2]1[CH:11]=[C:10]([C:12]([N:14]2[CH2:19][CH2:18][CH:17]([N:20]3[CH2:32][CH2:31][CH2:30][C:22]4([C:26](=[O:27])[O:25][C:24]([CH3:29])([CH3:28])[CH2:23]4)[CH2:21]3)[CH2:16][CH2:15]2)=[O:13])[C:9]2[C:4](=[CH:5][CH:6]=[CH:7][CH:8]=2)[N:3]=1.[NH:33]1[CH2:38][CH2:37][CH:36]([OH:39])[CH2:35][CH2:34]1.C(OC(C)C)(C)C. No catalyst specified. The product is [OH:39][CH:36]1[CH2:37][CH2:38][N:33]([C:2]2[CH:11]=[C:10]([C:12]([N:14]3[CH2:19][CH2:18][CH:17]([N:20]4[CH2:32][CH2:31][CH2:30][C:22]5([C:26](=[O:27])[O:25][C:24]([CH3:29])([CH3:28])[CH2:23]5)[CH2:21]4)[CH2:16][CH2:15]3)=[O:13])[C:9]3[C:4](=[CH:5][CH:6]=[CH:7][CH:8]=3)[N:3]=2)[CH2:34][CH2:35]1. The yield is 0.520. (3) The reactants are Cl[C:2]1[CH:7]=[CH:6][C:5]([N+:8]([O-])=O)=[CH:4][N:3]=1.[NH:11]1[CH2:15][CH2:14][CH:13]([OH:16])[CH2:12]1. No catalyst specified. The product is [NH2:8][C:5]1[CH:6]=[CH:7][C:2]([N:11]2[CH2:15][CH2:14][CH:13]([OH:16])[CH2:12]2)=[N:3][CH:4]=1. The yield is 0.520. (4) The reactants are [CH2:1]([O:3][C:4](=[O:31])[CH:5]([N:17]=C(C1C=CC=CC=1)C1C=CC=CC=1)[CH2:6][C:7]1[CH:12]=[CH:11][CH:10]=[C:9]([O:13][CH:14]([F:16])[F:15])[CH:8]=1)[CH3:2].C(O)(=O)CC(CC(O)=O)(C(O)=O)O. The catalyst is C1COCC1. The product is [CH2:1]([O:3][C:4](=[O:31])[CH:5]([NH2:17])[CH2:6][C:7]1[CH:12]=[CH:11][CH:10]=[C:9]([O:13][CH:14]([F:16])[F:15])[CH:8]=1)[CH3:2]. The yield is 0.970. (5) The reactants are O[C:2]([C:7]1[C:12]([F:13])=[CH:11][CH:10]=[C:9]([F:14])[C:8]=1[F:15])([CH3:6])[C:3](=[O:5])[CH3:4].OS(O)(=O)=O. No catalyst specified. The product is [F:15][C:8]1[C:9]([F:14])=[CH:10][CH:11]=[C:12]([F:13])[C:7]=1[C:2](=[CH2:6])[C:3](=[O:5])[CH3:4]. The yield is 0.870.